This data is from Catalyst prediction with 721,799 reactions and 888 catalyst types from USPTO. The task is: Predict which catalyst facilitates the given reaction. (1) Reactant: [Cl:1][CH2:2][CH2:3][C:4]([C:19]1[CH:24]=[CH:23][CH:22]=[CH:21][CH:20]=1)=[C:5]([C:12]1[CH:17]=[CH:16][C:15]([OH:18])=[CH:14][CH:13]=1)[C:6]1[CH:11]=[CH:10][CH:9]=[CH:8][CH:7]=1.[H-].[Na+].I[CH2:28][CH2:29][O:30]C1CCCCO1.O. Product: [Cl:1][CH2:2][CH2:3][C:4]([C:19]1[CH:24]=[CH:23][CH:22]=[CH:21][CH:20]=1)=[C:5]([C:12]1[CH:13]=[CH:14][C:15]([O:18][CH2:28][CH2:29][OH:30])=[CH:16][CH:17]=1)[C:6]1[CH:11]=[CH:10][CH:9]=[CH:8][CH:7]=1. The catalyst class is: 7. (2) Reactant: [Cl:1][C:2]1[C:3]([N:7]2[CH2:12][CH2:11][NH:10][CH2:9][CH2:8]2)=[N:4][S:5][N:6]=1.C(N(CC)CC)C.[N:20]([C:23]1[CH:28]=[C:27]([C:29]([F:32])([F:31])[F:30])[CH:26]=[C:25]([C:33]([F:36])([F:35])[F:34])[CH:24]=1)=[C:21]=[O:22]. Product: [F:30][C:29]([F:31])([F:32])[C:27]1[CH:28]=[C:23]([NH:20][C:21]([N:10]2[CH2:9][CH2:8][N:7]([C:3]3[C:2]([Cl:1])=[N:6][S:5][N:4]=3)[CH2:12][CH2:11]2)=[O:22])[CH:24]=[C:25]([C:33]([F:36])([F:34])[F:35])[CH:26]=1. The catalyst class is: 91. (3) Reactant: [Li]CCCC.Br[C:7]1[CH:8]=[C:9]2[C:14](=[CH:15][CH:16]=1)[O:13][C:12]([CH3:18])([CH3:17])[CH:11]=[CH:10]2.[CH3:19][O:20][C:21]1[CH:22]=[C:23]([CH:26]=[CH:27][C:28]=1[O:29][CH3:30])[CH:24]=[O:25].[Cl-].[NH4+]. Product: [CH3:19][O:20][C:21]1[CH:22]=[C:23]([CH:24]([C:7]2[CH:8]=[C:9]3[C:14](=[CH:15][CH:16]=2)[O:13][C:12]([CH3:18])([CH3:17])[CH:11]=[CH:10]3)[OH:25])[CH:26]=[CH:27][C:28]=1[O:29][CH3:30]. The catalyst class is: 1.